From a dataset of Aqueous solubility values for 9,982 compounds from the AqSolDB database. Regression/Classification. Given a drug SMILES string, predict its absorption, distribution, metabolism, or excretion properties. Task type varies by dataset: regression for continuous measurements (e.g., permeability, clearance, half-life) or binary classification for categorical outcomes (e.g., BBB penetration, CYP inhibition). For this dataset (solubility_aqsoldb), we predict Y. (1) The drug is NS(=O)(=O)c1cc2c(s1)C(O)CCS2. The Y is -2.25 log mol/L. (2) The molecule is CC(C)CN. The Y is 1.14 log mol/L. (3) The drug is CCCCCCCCCCCCNC(=O)c1cccnc1. The Y is -3.21 log mol/L. (4) The compound is O=C1CCC(N2C(=O)c3ccccc3C2=O)C(=O)N1. The Y is -2.68 log mol/L. (5) The drug is O=S(=O)([O-])c1cccc(S(=O)(=O)[O-])c1.[Na+].[Na+]. The Y is 0.371 log mol/L. (6) The Y is -2.96 log mol/L. The compound is COc1cc(NS(=O)(=O)c2ccc(N)cc2)nc(OC)n1. (7) The drug is CC(=O)NCCNC(C)=O. The Y is 0.675 log mol/L.